From a dataset of Full USPTO retrosynthesis dataset with 1.9M reactions from patents (1976-2016). Predict the reactants needed to synthesize the given product. (1) Given the product [CH3:1][C:2]1[CH:7]=[CH:6][C:5]([C:8]2[O:9][C:10]([CH3:13])=[N:11][N:12]=2)=[CH:4][C:3]=1[C:14]1[CH:19]=[CH:18][C:17]([C:20]([NH:45][CH2:46][C:47]2[CH:48]=[CH:49][CH:36]=[C:37]([C:38]([NH:39][CH3:40])=[O:32])[CH:54]=2)=[O:21])=[CH:16][CH:15]=1, predict the reactants needed to synthesize it. The reactants are: [CH3:1][C:2]1[CH:7]=[CH:6][C:5]([C:8]2[O:9][C:10]([CH3:13])=[N:11][N:12]=2)=[CH:4][C:3]=1[C:14]1[CH:19]=[CH:18][C:17]([C:20](O)=[O:21])=[CH:16][CH:15]=1.C1C=CC2N([OH:32])N=NC=2C=1.Cl.CN(C)[CH2:36][CH2:37][CH2:38][N:39]=[C:40]=NCC.[NH2:45][CH2:46][C:47]1[CH:48]=[C:49](C=C[CH:54]=1)C[NH-]. (2) Given the product [Cl:11][C:12]1[CH:13]=[CH:14][C:15]([O:20][CH2:21][C:22]2[CH:23]=[CH:24][CH:25]=[CH:26][CH:27]=2)=[C:16]([CH2:17][N:6]2[C:2]([CH3:1])=[CH:3][C:4](=[O:7])[NH:5]2)[CH:19]=1, predict the reactants needed to synthesize it. The reactants are: [CH3:1][CH:2]1[NH:6][NH:5][C:4](=[O:7])[CH2:3]1.C[O-].[Na+].[Cl:11][C:12]1[CH:13]=[CH:14][C:15]([O:20][CH2:21][C:22]2[CH:27]=[CH:26][CH:25]=[CH:24][CH:23]=2)=[C:16]([CH:19]=1)[CH:17]=O. (3) Given the product [NH:1]1[C:2]2[CH:7]=[CH:6][CH:5]=[CH:4][C:3]=2[N:8]=[C:11]1[C@@H:10]([OH:9])[CH3:14], predict the reactants needed to synthesize it. The reactants are: [NH2:1][C:2]1[CH:7]=[CH:6][CH:5]=[CH:4][C:3]=1[NH2:8].[OH:9][C@H:10]([CH3:14])[C:11](O)=O.ClC1C=C(N=C=O)C=CC=1Cl. (4) The reactants are: [CH3:1][O:2][C:3]1[CH:4]=[C:5](/[CH:11]=[CH:12]/[C:13](O)=O)[CH:6]=[CH:7][C:8]=1[O:9][CH3:10].[C:16]1([NH2:23])[CH:21]=[CH:20][CH:19]=[CH:18][C:17]=1[NH2:22].S(=O)(=O)(O)O.C([O-])(O)=O.[Na+]. Given the product [CH3:1][O:2][C:3]1[CH:4]=[C:5]([CH:6]=[CH:7][C:8]=1[O:9][CH3:10])/[CH:11]=[CH:12]/[C:13]1[NH:23][C:16]2[CH:21]=[CH:20][CH:19]=[CH:18][C:17]=2[N:22]=1, predict the reactants needed to synthesize it. (5) Given the product [C:1]([N:9]1[CH2:13][CH2:12][CH2:11][CH:10]1[C:14]([O:16][CH3:21])=[O:15])(=[O:8])[C:2]1[CH:7]=[CH:6][CH:5]=[CH:4][CH:3]=1, predict the reactants needed to synthesize it. The reactants are: [C:1]([N:9]1[CH2:13][CH2:12][CH2:11][CH:10]1[C:14]([OH:16])=[O:15])(=[O:8])[C:2]1[CH:7]=[CH:6][CH:5]=[CH:4][CH:3]=1.S(Cl)(Cl)=O.[CH3:21]O. (6) Given the product [C:33]([O:32][C:31](=[O:37])[NH:30][C:26]1([C:23]2[CH:24]=[CH:25][C:20]([C:19]3[N:5]4[C:6]5[CH:18]=[CH:17][CH:16]=[N:15][C:7]=5[NH:8][C:9]5[CH:14]=[CH:13][CH:12]=[CH:11][C:10]=5[C:4]4=[N:3][C:2]=3[C:49]3[CH:48]=[N:47][C:46]([C:43]4[CH:42]=[CH:41][C:40]([O:39][CH3:38])=[CH:45][CH:44]=4)=[CH:51][CH:50]=3)=[CH:21][CH:22]=2)[CH2:27][CH2:28][CH2:29]1)([CH3:36])([CH3:35])[CH3:34], predict the reactants needed to synthesize it. The reactants are: Br[C:2]1[N:3]=[C:4]2[C:10]3[CH:11]=[CH:12][CH:13]=[CH:14][C:9]=3[NH:8][C:7]3[N:15]=[CH:16][CH:17]=[CH:18][C:6]=3[N:5]2[C:19]=1[C:20]1[CH:25]=[CH:24][C:23]([C:26]2([NH:30][C:31](=[O:37])[O:32][C:33]([CH3:36])([CH3:35])[CH3:34])[CH2:29][CH2:28][CH2:27]2)=[CH:22][CH:21]=1.[CH3:38][O:39][C:40]1[CH:45]=[CH:44][C:43]([C:46]2[CH:51]=[CH:50][C:49](B3OC(C)(C)C(C)(C)O3)=[CH:48][N:47]=2)=[CH:42][CH:41]=1.C([O-])([O-])=O.[Na+].[Na+]. (7) Given the product [C:19]([CH2:18][N:1]1[C:9]2[CH2:8][CH2:7][CH2:6][CH2:5][C:4]=2[CH:3]=[C:2]1[C:10]([O:12][CH2:13][CH3:14])=[O:11])#[N:20], predict the reactants needed to synthesize it. The reactants are: [NH:1]1[C:9]2[CH2:8][CH2:7][CH2:6][CH2:5][C:4]=2[CH:3]=[C:2]1[C:10]([O:12][CH2:13][CH3:14])=[O:11].[H-].[Na+].Br[CH2:18][C:19]#[N:20]. (8) Given the product [Cl:35][C:2]([Cl:1])([Cl:34])[CH2:3][O:4][C:5](=[O:33])[NH:6][C:7]1[CH:12]=[CH:11][C:10]([S:13][C:14]2[CH:19]=[CH:18][C:17]([NH:20][C:21](=[O:29])[C:22]3[CH:27]=[CH:26][C:25]([F:28])=[CH:24][CH:23]=3)=[CH:16][C:15]=2[NH2:30])=[CH:9][CH:8]=1, predict the reactants needed to synthesize it. The reactants are: [Cl:1][C:2]([Cl:35])([Cl:34])[CH2:3][O:4][C:5](=[O:33])[NH:6][C:7]1[CH:12]=[CH:11][C:10]([S:13][C:14]2[CH:19]=[CH:18][C:17]([NH:20][C:21](=[O:29])[C:22]3[CH:27]=[CH:26][C:25]([F:28])=[CH:24][CH:23]=3)=[CH:16][C:15]=2[N+:30]([O-])=O)=[CH:9][CH:8]=1.[NH4+].[Cl-].